Dataset: Full USPTO retrosynthesis dataset with 1.9M reactions from patents (1976-2016). Task: Predict the reactants needed to synthesize the given product. (1) Given the product [Cl:1][C:2]1[CH:7]=[CH:6][C:5]([C:8]2[CH:13]=[CH:12][CH:11]=[CH:10][C:9]=2[CH:14]([N:23]2[CH2:24][CH2:25][C:20]3([O:26][CH2:17][CH2:18][O:19]3)[CH2:21][CH2:22]2)[CH3:15])=[CH:4][CH:3]=1, predict the reactants needed to synthesize it. The reactants are: [Cl:1][C:2]1[CH:7]=[CH:6][C:5]([C:8]2[CH:13]=[CH:12][CH:11]=[CH:10][C:9]=2[C:14](=O)[CH3:15])=[CH:4][CH:3]=1.[CH2:17]1[O:26][C:20]2([CH2:25][CH2:24][NH:23][CH2:22][CH2:21]2)[O:19][CH2:18]1.C(O)C.[BH4-].[Na+]. (2) Given the product [Br:15][C:16]1[CH:25]=[C:24]2[C:19]([CH:20]=[CH:21][C:22]([OH:26])=[C:23]2[CH:6]([C:5]2[CH:8]=[CH:9][C:2]([Cl:1])=[CH:3][CH:4]=2)[NH:14][CH2:13][CH:10]2[CH2:12][CH2:11]2)=[CH:18][CH:17]=1, predict the reactants needed to synthesize it. The reactants are: [Cl:1][C:2]1[CH:9]=[CH:8][C:5]([CH:6]=O)=[CH:4][CH:3]=1.[CH:10]1([CH2:13][NH2:14])[CH2:12][CH2:11]1.[Br:15][C:16]1[CH:25]=[C:24]2[C:19]([CH:20]=[CH:21][C:22]([OH:26])=[CH:23]2)=[CH:18][CH:17]=1. (3) Given the product [CH3:21][S:18]([C:15]1[CH:14]=[CH:13][C:12]([C@@H:8]([OH:7])[C@H:9]([NH2:5])[CH2:10][F:11])=[CH:17][CH:16]=1)(=[O:20])=[O:19], predict the reactants needed to synthesize it. The reactants are: C([N:5]1[C@H:9]([CH2:10][F:11])[C@@H:8]([C:12]2[CH:17]=[CH:16][C:15]([S:18]([CH3:21])(=[O:20])=[O:19])=[CH:14][CH:13]=2)[O:7]C1(C)C)(=O)CC.Cl.[OH-].[Na+].C(Cl)Cl. (4) The reactants are: [C:1]([O:5][C:6]([N:8]1[CH2:12][CH2:11][CH:10]([C:13]2[CH:21]=[CH:20][C:19]([C:22]([O:24][CH3:25])=[O:23])=[C:18]3[C:14]=2[CH:15]=[C:16]([CH3:33])[N:17]3C(OC(C)(C)C)=O)[CH2:9]1)=[O:7])([CH3:4])([CH3:3])[CH3:2]. Given the product [C:1]([O:5][C:6]([N:8]1[CH2:12][CH2:11][CH:10]([C:13]2[CH:21]=[CH:20][C:19]([C:22]([O:24][CH3:25])=[O:23])=[C:18]3[C:14]=2[CH:15]=[C:16]([CH3:33])[NH:17]3)[CH2:9]1)=[O:7])([CH3:4])([CH3:3])[CH3:2], predict the reactants needed to synthesize it. (5) Given the product [O:5]1[CH2:10][CH2:9][NH:8][C:7]2[C:11]([C:23]([C:22]3[CH:21]=[C:20]([CH3:19])[CH:27]=[CH:26][CH:25]=3)=[O:29])=[CH:12][CH:13]=[CH:14][C:6]1=2, predict the reactants needed to synthesize it. The reactants are: B(Cl)(Cl)Cl.[O:5]1[CH2:10][CH2:9][NH:8][C:7]2[CH:11]=[CH:12][CH:13]=[CH:14][C:6]1=2.[Cl-].[Al+3].[Cl-].[Cl-].[CH3:19][C:20]1[CH:21]=[C:22]([CH:25]=[CH:26][CH:27]=1)[C:23]#N.Cl.[OH-:29].[Na+]. (6) Given the product [CH3:1][C:2]1[C:6]([C:7]2[CH:8]=[C:9]3[N:15]([CH:16]([C:22]4[CH:27]=[CH:26][CH:25]=[CH:24][CH:23]=4)[CH2:17][OH:18])[CH:14]=[C:13]([C:28]4[CH:29]=[N:30][N:31]([CH3:33])[CH:32]=4)[C:10]3=[N:11][CH:12]=2)=[C:5]([CH3:34])[O:4][N:3]=1, predict the reactants needed to synthesize it. The reactants are: [CH3:1][C:2]1[C:6]([C:7]2[CH:8]=[C:9]3[N:15]([CH:16]([C:22]4[CH:27]=[CH:26][CH:25]=[CH:24][CH:23]=4)[C:17](OCC)=[O:18])[CH:14]=[C:13]([C:28]4[CH:29]=[N:30][N:31]([CH3:33])[CH:32]=4)[C:10]3=[N:11][CH:12]=2)=[C:5]([CH3:34])[O:4][N:3]=1.[H-].[Al+3].[Li+].[H-].[H-].[H-].O.O.O.O.O.O.O.O.O.O.S([O-])([O-])(=O)=O.[Na+].[Na+].